This data is from Forward reaction prediction with 1.9M reactions from USPTO patents (1976-2016). The task is: Predict the product of the given reaction. (1) Given the reactants C(O[C:6]([N:8]1[CH2:15][C:14](=[CH2:16])[CH2:13][C@H:9]1[C:10]([OH:12])=O)=[O:7])(C)(C)C.[N:17]([C:20]1[CH:25]=[CH:24][CH:23]=[C:22]([O:26][CH3:27])[CH:21]=1)=C=O.[C:28]1([CH2:38][NH2:39])[C:37]2[C:32](=[CH:33][CH:34]=[CH:35][CH:36]=2)[CH:31]=[CH:30][CH:29]=1, predict the reaction product. The product is: [CH3:27][O:26][C:22]1[CH:21]=[C:20]([NH:17][C:6]([N:8]2[CH2:15][C:14](=[CH2:16])[CH2:13][C@H:9]2[C:10]([NH:39][CH2:38][C:28]2[C:37]3[C:32](=[CH:33][CH:34]=[CH:35][CH:36]=3)[CH:31]=[CH:30][CH:29]=2)=[O:12])=[O:7])[CH:25]=[CH:24][CH:23]=1. (2) Given the reactants [CH2:1]([O:3][C:4]([C:6]1[C:7](Cl)=[N:8][C:9]([Cl:12])=[N:10][CH:11]=1)=[O:5])[CH3:2].C([N:16](C(C)C)[CH:17]([CH3:19])[CH3:18])C.C(N)(C)C, predict the reaction product. The product is: [CH2:1]([O:3][C:4]([C:6]1[C:7]([NH:16][CH:17]([CH3:19])[CH3:18])=[N:8][C:9]([Cl:12])=[N:10][CH:11]=1)=[O:5])[CH3:2]. (3) Given the reactants Br[C:2]1[CH:3]=[C:4]2[C:9](=[CH:10][C:11]=1[O:12][CH3:13])[CH:8]=[N:7][CH:6]=[CH:5]2.[B:14]1(B2OC(C)(C)C(C)(C)O2)[O:18]C(C)(C)C(C)(C)[O:15]1.C([O-])(=O)C.[K+].C(Cl)Cl, predict the reaction product. The product is: [CH3:13][O:12][C:11]1[CH:10]=[C:9]2[C:4]([CH:5]=[CH:6][N:7]=[CH:8]2)=[CH:3][C:2]=1[B:14]([OH:18])[OH:15]. (4) Given the reactants [Cl:1][C:2]1[CH:11]=[C:10]([O:12][CH3:13])[C:9]([N:14]2[CH:18]=[CH:17][CH:16]=[N:15]2)=[CH:8][C:3]=1[C:4](OC)=[O:5].[NH3:19], predict the reaction product. The product is: [Cl:1][C:2]1[CH:11]=[C:10]([O:12][CH3:13])[C:9]([N:14]2[CH:18]=[CH:17][CH:16]=[N:15]2)=[CH:8][C:3]=1[C:4]([NH2:19])=[O:5]. (5) Given the reactants [F:1][C:2]([F:18])([F:17])[C:3]([N:5]1[CH2:11][CH2:10][C:9]2[CH:12]=[C:13]([OH:16])[CH:14]=[CH:15][C:8]=2[CH2:7][CH2:6]1)=[O:4].C1C(=O)N([Br:26])C(=O)C1, predict the reaction product. The product is: [Br:26][C:14]1[C:13]([OH:16])=[CH:12][C:9]2[CH2:10][CH2:11][N:5]([C:3](=[O:4])[C:2]([F:1])([F:17])[F:18])[CH2:6][CH2:7][C:8]=2[CH:15]=1.